Dataset: Experimentally validated miRNA-target interactions with 360,000+ pairs, plus equal number of negative samples. Task: Binary Classification. Given a miRNA mature sequence and a target amino acid sequence, predict their likelihood of interaction. (1) The miRNA is mmu-miR-453 with sequence AGGUUGCCUCAUAGUGAGCUUGCA. The protein sequence of the target gene is MPPSTSLLLLAALLPFALPASDWKTGEVTGKVVEKSEFPCYSLSRDNYTCSACIQYHESCAWCGAPMFDEKKPYARCDSRAKLMEHGCPNSYIEDPATKLDITEDSKLSDQGQVESEEEAVQIKPQEMYVEIRPKSRVRFNVTYRQAVDYPVDLYYLMDLSYSMKDDKQKLSELGDLLAERMRTVTKNFRLGFGSFIDKKLMPFIDPRIEKQLSPCPTPCAEPYGFKHQMSLTTNTAKFKAEVDKAEISGNLDAPEGGFDAVVQALACNKTIGWRERARKMIVFSTDAGFHFAGDGRLAG.... Result: 0 (no interaction). (2) The protein sequence of the target gene is MAQKMDCGAGLLGFQAEASVEDSALLMQTLMEAIQISEAPPTNQATAAASPQSSQPPTANEMADIQVSAAAARPKSAFKVQNATTKGPNGVYDFSQAHNAKDVPNTQPKAAFKSQNATPKGPNAAYDFSQAATTGELAANKSEMAFKAQNATTKVGPNATYNFSQSLNANDLANSRPKTPFKAWNDTTKAPTADTQTQNVNQAKMATSQADIETDPGISEPDGATAQTSADGSQAQNLESRTIIRGKRTRKINNLNVEENSSGDQRRAPLAAGTWRSAPVPVTTQNPPGAPPNVLWQTPL.... The miRNA is hsa-miR-760 with sequence CGGCUCUGGGUCUGUGGGGA. Result: 1 (interaction). (3) The miRNA is hsa-miR-7852-3p with sequence UAUGUAGUAGUCAAAGGCAUUU. The protein sequence of the target gene is MSLFGTTSGFGTSGTSMFGSATTDNHNPMKDIEVTSSPDDSIGCLSFSPPTLPGNFLIAGSWANDVRCWEVQDSGQTIPKAQQMHTGPVLDVCWSDDGSKVFTASCDKTAKMWDLSSNQAIQIAQHDAPVKTIHWIKAPNYSCVMTGSWDKTLKFWDTRSSNPMMVLQLPERCYCADVIYPMAVVATAERGLIVYQLENQPSEFRRIESPLKHQHRCVAIFKDKQNKPTGFALGSIEGRVAIHYINPPNPAKDNFTFKCHRSNGTNTSAPQDIYAVNGIAFHPVHGTLATVGSDGRFSFW.... Result: 0 (no interaction). (4) The miRNA is mmu-miR-7036a-3p with sequence CCGUCCUCAUCCGCUCCUCCCAG. The protein sequence of the target gene is MNLDSLSLALSQISYLVDNLTKKNYRASQQEIQHIVNRHGPEADRHLLRCLFSHVDFSGDGKSSGKDFHQTQFLIQECALLITKPNFISTLSYAIDNPLHYQKSLKPAPHLFAQLSKVLKLSKVQEVIFGLALLNSSSSDLRGFAAQFIKQKLPDLLRSYIDADVSGNQEGGFQDIAIEVLHLLLSHLLFGQKGAFGVGQEQIDAFLKTLRRDFPQERCPVVLAPLLYPEKRDILMDRILPDSGGVAKTMMESSLADFMQEVGYGFCASIEECRNIIVQFGVREVTAAQVARVLGMMART.... Result: 0 (no interaction). (5) The miRNA is hsa-miR-331-3p with sequence GCCCCUGGGCCUAUCCUAGAA. The protein sequence of the target gene is MAAMASLGALALLLLSSLSRCSAEACLEPQITPSYYTTSDAVISTETVFIVEISLTCKNRVQNMALYADVGGKQFPVTRGQDVGRYQVSWSLDHKSAHAGTYEVRFFDEESYSLLRKAQRNNEDISIIPPLFTVSVDHRGTWNGPWVSTEVLAAAIGLVIYYLAFSAKSHIQA. Result: 1 (interaction). (6) The miRNA is hsa-miR-670-3p with sequence UUUCCUCAUAUUCAUUCAGGA. The protein sequence of the target gene is MRKSSSPSLSNCNSVLANKIFGIPLDELQQGGHPDNEVPFIVRHVVDYIEEHGGLEQQGLFQVNGNAETVEWLRQRYDSGEEVDLVKEADVPSAISLLRFFLQELPEPVIPGSLHIHLMQLSQDYNNEDEFGRKLRFLLQQLPPVNYSLLKFLCRFLANVASHHEEIWSANSLAAVFGPDVFHIYTDVEDMKEQEIVSRIMAGLLENYYEFFENEEEDFSSNDLSSITEQVNELSEEEEEDEKLEHIEELPEEGAEKSNDMPEVVQLRMTENILESNSVTATSTHISPISILPASTDILE.... Result: 1 (interaction).